From a dataset of TCR-epitope binding with 47,182 pairs between 192 epitopes and 23,139 TCRs. Binary Classification. Given a T-cell receptor sequence (or CDR3 region) and an epitope sequence, predict whether binding occurs between them. (1) The epitope is ELAGIGILTV. The TCR CDR3 sequence is CASSPSRNTEAFF. Result: 0 (the TCR does not bind to the epitope). (2) The epitope is FPPTSFGPL. The TCR CDR3 sequence is CASSTSTGELFF. Result: 1 (the TCR binds to the epitope). (3) The epitope is GPGHKARVL. The TCR CDR3 sequence is CASSEWGTSGSPYNEQFF. Result: 0 (the TCR does not bind to the epitope).